From a dataset of Full USPTO retrosynthesis dataset with 1.9M reactions from patents (1976-2016). Predict the reactants needed to synthesize the given product. (1) Given the product [Cl:1][C:2]1[CH:12]=[C:11]([NH:13][C@@H:14]([CH3:17])[CH2:15][F:16])[C:5]([C:6]([OH:8])=[O:7])=[CH:4][N:3]=1, predict the reactants needed to synthesize it. The reactants are: [Cl:1][C:2]1[CH:12]=[C:11]([NH:13][C@@H:14]([CH3:17])[CH2:15][F:16])[C:5]([C:6]([O:8]CC)=[O:7])=[CH:4][N:3]=1.[Li+].[OH-].O. (2) Given the product [NH2:32][CH:33]([C:37]1[CH:42]=[CH:41][CH:40]=[CH:39][CH:38]=1)[C:34]([N:11]([C:12]1[CH:17]=[CH:16][C:15]([C:18]2([OH:22])[CH2:21][O:20][CH2:19]2)=[CH:14][CH:13]=1)[CH2:10][CH2:9][C:6]1[CH:5]=[CH:4][C:3]([C:2]([F:1])([F:23])[F:24])=[CH:8][CH:7]=1)=[O:35], predict the reactants needed to synthesize it. The reactants are: [F:1][C:2]([F:24])([F:23])[C:3]1[CH:8]=[CH:7][C:6]([CH2:9][CH2:10][NH:11][C:12]2[CH:17]=[CH:16][C:15]([C:18]3([OH:22])[CH2:21][O:20][CH2:19]3)=[CH:14][CH:13]=2)=[CH:5][CH:4]=1.C(OC([NH:32][CH:33]([C:37]1[CH:42]=[CH:41][CH:40]=[CH:39][CH:38]=1)[C:34](O)=[O:35])=O)(C)(C)C. (3) Given the product [NH:1]([C:8]1[N:9]([C:23]2[CH:28]=[CH:27][CH:26]=[CH:25][CH:24]=2)[C:10]2[CH:11]=[C:12]([CH3:22])[N:13]=[C:14]([C:19]([N:31]([O:32][CH3:33])[CH3:30])=[O:21])[C:15]=2[C:16](=[O:18])[CH:17]=1)[C:2]1[CH:3]=[CH:4][CH:5]=[CH:6][CH:7]=1, predict the reactants needed to synthesize it. The reactants are: [NH:1]([C:8]1[N:9]([C:23]2[CH:28]=[CH:27][CH:26]=[CH:25][CH:24]=2)[C:10]2[CH:11]=[C:12]([CH3:22])[N:13]=[C:14]([C:19]([OH:21])=O)[C:15]=2[C:16](=[O:18])[CH:17]=1)[C:2]1[CH:7]=[CH:6][CH:5]=[CH:4][CH:3]=1.Cl.[CH3:30][NH:31][O:32][CH3:33].C1C=CC2N(O)N=NC=2C=1.CCN=C=NCCCN(C)C. (4) Given the product [Cl:16][C:17]1[CH:18]=[C:19]([C@@H:24]2[CH2:28][N:27]([C:9]([O:11][C:12]([CH3:13])([CH3:14])[CH3:15])=[O:10])[CH2:26][C@H:25]2[C:29]([O:31][CH3:32])=[O:30])[CH:20]=[CH:21][C:22]=1[Cl:23], predict the reactants needed to synthesize it. The reactants are: [CH3:13][C:12]([O:11][C:9](O[C:9]([O:11][C:12]([CH3:15])([CH3:14])[CH3:13])=[O:10])=[O:10])([CH3:15])[CH3:14].[Cl:16][C:17]1[CH:18]=[C:19]([C@@H:24]2[CH2:28][NH:27][CH2:26][C@H:25]2[C:29]([O:31][CH3:32])=[O:30])[CH:20]=[CH:21][C:22]=1[Cl:23].